From a dataset of Forward reaction prediction with 1.9M reactions from USPTO patents (1976-2016). Predict the product of the given reaction. (1) Given the reactants [N+:1]([C:4]1[CH:9]=[CH:8][N+:7]([O-])=[CH:6][C:5]=1[N:11]1[CH2:16][CH2:15][CH2:14][CH2:13][CH2:12]1)([O-])=O.[H][H], predict the reaction product. The product is: [N:11]1([C:5]2[CH:6]=[N:7][CH:8]=[CH:9][C:4]=2[NH2:1])[CH2:12][CH2:13][CH2:14][CH2:15][CH2:16]1. (2) The product is: [C:19]([O:18][C:16]([N:11]1[CH:10]2[CH:9]([O:8][CH2:1][C:2]3[CH:7]=[CH:6][CH:5]=[CH:4][CH:3]=3)[CH2:13][CH:12]1[CH2:14][O:24][CH2:23]2)=[O:17])([CH3:21])([CH3:20])[CH3:22]. Given the reactants [CH2:1]([O:8][CH:9]1[CH2:13][C@H:12]([CH2:14]O)[N:11]([C:16]([O:18][C:19]([CH3:22])([CH3:21])[CH3:20])=[O:17])[C@@H:10]1[CH2:23][OH:24])[C:2]1[CH:7]=[CH:6][CH:5]=[CH:4][CH:3]=1.[H-].[Na+], predict the reaction product.